From a dataset of Peptide-MHC class I binding affinity with 185,985 pairs from IEDB/IMGT. Regression. Given a peptide amino acid sequence and an MHC pseudo amino acid sequence, predict their binding affinity value. This is MHC class I binding data. The peptide sequence is ALLENIHRV. The MHC is HLA-A02:19 with pseudo-sequence HLA-A02:19. The binding affinity (normalized) is 0.834.